The task is: Predict the product of the given reaction.. This data is from Forward reaction prediction with 1.9M reactions from USPTO patents (1976-2016). (1) Given the reactants Cl.[NH:2]([C:4]1[C:5]([NH2:13])=[N:6][C:7]2[C:8](=[N:10][O:11][N:12]=2)[N:9]=1)[NH2:3].[N+:14]([C:17]1[CH:18]=[C:19]([C:23]2[O:27][C:26]([CH:28]=O)=[CH:25][CH:24]=2)[CH:20]=[CH:21][CH:22]=1)([O-:16])=[O:15], predict the reaction product. The product is: [N+:14]([C:17]1[CH:18]=[C:19]([C:23]2[O:27][C:26]([CH:28]=[N:3][NH:2][C:4]3[C:5]([NH2:13])=[N:6][C:7]4[C:8](=[N:10][O:11][N:12]=4)[N:9]=3)=[CH:25][CH:24]=2)[CH:20]=[CH:21][CH:22]=1)([O-:16])=[O:15]. (2) Given the reactants [CH2:1]([NH:3][C:4]1[N:11]=[C:10]([C:12]([F:15])([F:14])[F:13])[CH:9]=[CH:8][C:5]=1[C:6]#[N:7])[CH3:2], predict the reaction product. The product is: [NH2:7][CH2:6][C:5]1[C:4]([NH:3][CH2:1][CH3:2])=[N:11][C:10]([C:12]([F:13])([F:14])[F:15])=[CH:9][CH:8]=1. (3) Given the reactants [CH2:1]([N:3]([CH2:18][CH3:19])[CH2:4][CH2:5][CH2:6][CH2:7][O:8][C:9]1[CH:10]=[C:11]2[C:15](=[CH:16][CH:17]=1)[NH:14][CH:13]=[CH:12]2)[CH3:2].[Br:20][C:21]1[CH:26]=[CH:25][CH:24]=[CH:23][C:22]=1F, predict the reaction product. The product is: [Br:20][C:21]1[CH:26]=[CH:25][CH:24]=[CH:23][C:22]=1[N:14]1[C:15]2[C:11](=[CH:10][C:9]([O:8][CH2:7][CH2:6][CH2:5][CH2:4][N:3]([CH2:1][CH3:2])[CH2:18][CH3:19])=[CH:17][CH:16]=2)[CH:12]=[CH:13]1. (4) Given the reactants [NH2:1][C:2]1[CH:3]=[C:4]([CH:31]=[CH:32][CH:33]=1)[O:5][C:6]1[C:7]2[S:30][CH:29]=[CH:28][C:8]=2[N:9]=[C:10]([NH:12][C:13]2[CH:18]=[CH:17][C:16]([N:19]3[CH2:24][CH2:23][N:22]([CH3:25])[CH2:21][CH2:20]3)=[CH:15][C:14]=2OC)[N:11]=1.[Cl:34]/[CH:35]=[CH:36]\[C:37](O)=[O:38].Cl.CN(C)CCCN=C=NCC.C(Cl)(Cl)Cl, predict the reaction product. The product is: [Cl:34]/[CH:35]=[CH:36]\[C:37]([NH:1][C:2]1[CH:33]=[CH:32][CH:31]=[C:4]([O:5][C:6]2[C:7]3[S:30][CH:29]=[CH:28][C:8]=3[N:9]=[C:10]([NH:12][C:13]3[CH:18]=[CH:17][C:16]([N:19]4[CH2:24][CH2:23][N:22]([CH3:25])[CH2:21][CH2:20]4)=[CH:15][CH:14]=3)[N:11]=2)[CH:3]=1)=[O:38]. (5) Given the reactants [CH3:1][O:2][C:3]1[CH:21]=[CH:20][C:6]([CH2:7][N:8]2[C:16]3[C:11](=[CH:12][CH:13]=[CH:14][CH:15]=3)[C:10]([C:17](=[NH:19])[NH2:18])=[N:9]2)=[CH:5][CH:4]=1.C[N:23](C)[CH:24](N(C)C)[CH:25]([O:28][CH3:29])[C:26]#N.N1CCCCC1, predict the reaction product. The product is: [CH3:29][O:28][C:25]1[C:24]([NH2:23])=[N:19][C:17]([C:10]2[C:11]3[C:16](=[CH:15][CH:14]=[CH:13][CH:12]=3)[N:8]([CH2:7][C:6]3[CH:5]=[CH:4][C:3]([O:2][CH3:1])=[CH:21][CH:20]=3)[N:9]=2)=[N:18][CH:26]=1. (6) Given the reactants [F:1][C:2]1[CH:25]=[CH:24][C:5]([CH2:6][NH:7][C:8]([C:10]2[C:19]([O:20][CH3:21])=[C:18]3C(C=C[CH:16]=[N:17]3)=[C:12]([NH:22][CH3:23])[N:11]=2)=[O:9])=[CH:4][CH:3]=1.[CH:26]([N:29]([CH:32]([CH3:34])[CH3:33])[CH2:30][CH3:31])(C)C.ClC(Cl)([O:38]C(=O)OC(Cl)(Cl)Cl)Cl.[O:47]1[CH2:52][CH2:51][N:50](CCN)[CH2:49][CH2:48]1, predict the reaction product. The product is: [F:1][C:2]1[CH:3]=[CH:4][C:5]([CH2:6][NH:7][C:8]([C:10]2[N:11]=[C:12]3[N:22]([CH3:23])[C:26](=[O:38])[N:29]([CH2:30][CH2:31][N:50]4[CH2:51][CH2:52][O:47][CH2:48][CH2:49]4)[C:32]4=[CH:34][CH:16]=[N:17][C:18]([C:19]=2[O:20][CH3:21])=[C:33]34)=[O:9])=[CH:24][CH:25]=1. (7) Given the reactants [Cl:1][C:2]1[CH:7]=[CH:6][C:5]([CH:8]([N:37]2[CH2:40][CH:39]([N:41]([CH3:43])[CH3:42])[CH2:38]2)[C:9]2[CH:10]=[C:11]([C:27]3[CH:32]=[CH:31][N:30]=[C:29]([NH:33][C:34](=[O:36])[CH3:35])[CH:28]=3)[S:12][C:13]=2[C:14]2[N:18]=[CH:17][N:16](COCC[Si](C)(C)C)[N:15]=2)=[CH:4][CH:3]=1.FC(F)(F)C(O)=O, predict the reaction product. The product is: [Cl:1][C:2]1[CH:3]=[CH:4][C:5]([CH:8]([N:37]2[CH2:38][CH:39]([N:41]([CH3:42])[CH3:43])[CH2:40]2)[C:9]2[CH:10]=[C:11]([C:27]3[CH:32]=[CH:31][N:30]=[C:29]([NH:33][C:34](=[O:36])[CH3:35])[CH:28]=3)[S:12][C:13]=2[C:14]2[NH:18][CH:17]=[N:16][N:15]=2)=[CH:6][CH:7]=1.